This data is from Full USPTO retrosynthesis dataset with 1.9M reactions from patents (1976-2016). The task is: Predict the reactants needed to synthesize the given product. (1) Given the product [Cl:1][C:2]1[CH:3]=[C:4]([C:14]2[CH:15]=[C:16]([CH3:19])[CH:17]=[CH:12][N:13]=2)[CH:5]=[CH:6][CH:7]=1, predict the reactants needed to synthesize it. The reactants are: [Cl:1][C:2]1[CH:3]=[C:4](B(O)O)[CH:5]=[CH:6][CH:7]=1.Br[C:12]1[CH:17]=[CH:16][C:15](C)=[CH:14][N:13]=1.[C:19](=O)([O-])[O-].[Cs+].[Cs+].C(P(C(C)(C)C)C1C2C3=C4C(=CC=2)C=CC=C4C=CC3=CC=1)(C)(C)C. (2) Given the product [Br:26][C:8]1[NH:9][C:10]2[C:15]([C:7]=1[CH:1]1[CH2:2][CH2:3][CH2:4][CH2:5][CH2:6]1)=[CH:14][CH:13]=[C:12]([C:16]([O:18][CH3:19])=[O:17])[CH:11]=2, predict the reactants needed to synthesize it. The reactants are: [CH:1]1([C:7]2[C:15]3[C:10](=[CH:11][C:12]([C:16]([O:18][CH3:19])=[O:17])=[CH:13][CH:14]=3)[NH:9][CH:8]=2)[CH2:6][CH2:5][CH2:4][CH2:3][CH2:2]1.C1C=C[NH+]=CC=1.[Br:26][Br-]Br. (3) Given the product [CH:1]1([C:4](=[O:29])/[C:5](/[C:6]2[CH:7]=[N:8][C:9]([C:12]3[C:20]4[C:15](=[N:16][CH:17]=[CH:18][CH:19]=4)[N:14]([CH2:21][C:22]4[CH:27]=[CH:26][CH:25]=[CH:24][C:23]=4[F:28])[N:13]=3)=[N:10][CH:11]=2)=[CH:32]/[N:33]([CH3:35])[CH3:34])[CH2:3][CH2:2]1, predict the reactants needed to synthesize it. The reactants are: [CH:1]1([C:4](=[O:29])[CH2:5][C:6]2[CH:7]=[N:8][C:9]([C:12]3[C:20]4[C:15](=[N:16][CH:17]=[CH:18][CH:19]=4)[N:14]([CH2:21][C:22]4[CH:27]=[CH:26][CH:25]=[CH:24][C:23]=4[F:28])[N:13]=3)=[N:10][CH:11]=2)[CH2:3][CH2:2]1.CO[CH:32](OC)[N:33]([CH3:35])[CH3:34]. (4) Given the product [C:1]([CH2:4][CH2:5][C:6]1[C:7]([CH3:13])=[C:8]([CH:11]=[C:22]2[C:21]3[C:25](=[CH:26][CH:27]=[C:19]([CH2:18][CH2:17][C:14]([OH:16])=[O:15])[CH:20]=3)[NH:24][C:23]2=[O:28])[NH:9][CH:10]=1)([OH:3])=[O:2], predict the reactants needed to synthesize it. The reactants are: [C:1]([CH2:4][CH2:5][C:6]1[C:7]([CH3:13])=[C:8]([CH:11]=O)[NH:9][CH:10]=1)([OH:3])=[O:2].[C:14]([CH2:17][CH2:18][C:19]1[CH:20]=[C:21]2[C:25](=[CH:26][CH:27]=1)[NH:24][C:23](=[O:28])[CH2:22]2)([OH:16])=[O:15].N1CCCCC1. (5) Given the product [NH:11]1[CH2:12][CH2:13][CH:14]([NH:24][CH2:22][C:2]2[CH:7]=[CH:6][CH:5]=[CH:4][N:3]=2)[CH2:15][CH2:10]1, predict the reactants needed to synthesize it. The reactants are: N[C:2]1[CH:7]=[C:6](C)[CH:5]=[CH:4][N:3]=1.N[C:10]1[CH:15]=[CH:14][C:13](C)=[CH:12][N:11]=1.C(O[C:22]([N:24]1CCC(=O)CC1)=O)(C)(C)C. (6) Given the product [F:11][C:5]1[CH:6]=[C:7]([F:10])[CH:8]=[CH:9][C:4]=1[C:2](=[O:3])[CH:1]=[O:12], predict the reactants needed to synthesize it. The reactants are: [CH3:1][C:2]([C:4]1[CH:9]=[CH:8][C:7]([F:10])=[CH:6][C:5]=1[F:11])=[O:3].[O:12]1CCOCC1.O. (7) The reactants are: Cl.[CH:2]([CH:15]1[C:20](=[O:21])[CH2:19][CH2:18][NH:17][CH2:16]1)([C:9]1[CH:14]=[CH:13][CH:12]=[CH:11][CH:10]=1)[C:3]1[CH:8]=[CH:7][CH:6]=[CH:5][CH:4]=1.C(NCC)(C)C.[CH3:28][S:29][C:30]1[CH:37]=[CH:36][C:33]([CH2:34]O)=[CH:32][CH:31]=1. Given the product [CH:2]([CH:15]1[C:20](=[O:21])[CH2:19][CH2:18][N:17]([CH2:34][C:33]2[CH:36]=[CH:37][C:30]([S:29][CH3:28])=[CH:31][CH:32]=2)[CH2:16]1)([C:9]1[CH:14]=[CH:13][CH:12]=[CH:11][CH:10]=1)[C:3]1[CH:4]=[CH:5][CH:6]=[CH:7][CH:8]=1, predict the reactants needed to synthesize it. (8) Given the product [N:22]1[C:31]2[C:26](=[CH:27][C:28]([CH2:32][C:33]3[N:37]4[N:38]=[C:39](/[C:2](=[N:3]/[O:12][CH2:13][C:14]([NH2:16])=[O:15])/[CH3:10])[CH:40]=[CH:41][C:36]4=[N:35][N:34]=3)=[CH:29][CH:30]=2)[CH:25]=[CH:24][CH:23]=1, predict the reactants needed to synthesize it. The reactants are: O=[C:2]1[C:10]2C(=CC=CC=2)C(=O)[N:3]1[O:12][CH2:13][C:14]([NH2:16])=[O:15].O.NN.CO.[N:22]1[C:31]2[C:26](=[CH:27][C:28]([CH2:32][C:33]3[N:37]4[N:38]=[C:39](C(=O)C)[CH:40]=[CH:41][C:36]4=[N:35][N:34]=3)=[CH:29][CH:30]=2)[CH:25]=[CH:24][CH:23]=1. (9) Given the product [Cl:53][C:28]1[C:27]2[N:26]([N:25]=[C:2]([NH:1][C:4]3[CH:5]=[C:6]4[C:10](=[CH:11][CH:12]=3)[NH:9][C:8](=[O:13])[CH2:7]4)[N:32]=2)[CH:31]=[CH:30][N:29]=1, predict the reactants needed to synthesize it. The reactants are: [N:1]([C:4]1[CH:5]=[C:6]2[C:10](=[CH:11][CH:12]=1)[NH:9][C:8](=[O:13])[CH2:7]2)=[C:2]=S.C1(C([O-])=O)C=C(C)C=C(C)C=1.[NH2:25][N+:26]1[CH:31]=[CH:30][N:29]=[CH:28][C:27]=1[NH2:32].C(N(C(C)C)CC)(C)C.CCN=C=NCCCN(C)C.[ClH:53]. (10) Given the product [CH3:37][S:38]([OH:41])(=[O:40])=[O:39].[CH:1]1([CH2:4][CH2:5][N:6]([CH:31]2[CH2:32][CH2:33][O:34][CH2:35][CH2:36]2)[C:7]2[C:8]([O:29][CH3:30])=[N:9][N:10]3[C:14]([C:15]4[C:20]([O:21][CH3:22])=[CH:19][C:18]([CH2:23][O:24][CH2:25][CH3:26])=[CH:17][C:16]=4[O:27][CH3:28])=[CH:13][S:12][C:11]=23)[CH2:3][CH2:2]1, predict the reactants needed to synthesize it. The reactants are: [CH:1]1([CH2:4][CH2:5][N:6]([CH:31]2[CH2:36][CH2:35][O:34][CH2:33][CH2:32]2)[C:7]2[C:8]([O:29][CH3:30])=[N:9][N:10]3[C:14]([C:15]4[C:20]([O:21][CH3:22])=[CH:19][C:18]([CH2:23][O:24][CH2:25][CH3:26])=[CH:17][C:16]=4[O:27][CH3:28])=[CH:13][S:12][C:11]=23)[CH2:3][CH2:2]1.[CH3:37][S:38]([OH:41])(=[O:40])=[O:39].